From a dataset of Full USPTO retrosynthesis dataset with 1.9M reactions from patents (1976-2016). Predict the reactants needed to synthesize the given product. (1) Given the product [C:1]([C:7]1[C:15]2[C:10](=[N:11][CH:12]=[C:13]([NH:16][C:17]3[CH:22]=[CH:21][C:20]([CH:23]=[C:24]([N:27]4[CH:31]=[N:30][CH:29]=[N:28]4)[C:25]#[N:26])=[CH:19][CH:18]=3)[N:14]=2)[NH:9][CH:8]=1)(=[O:6])[C:2]([CH3:5])([CH3:4])[CH3:3], predict the reactants needed to synthesize it. The reactants are: [C:1]([C:7]1[C:15]2[C:10](=[N:11][CH:12]=[C:13]([NH:16][C:17]3[CH:22]=[CH:21][C:20]([CH:23]=[C:24]([N:27]4[CH:31]=[N:30][CH:29]=[N:28]4)[C:25]#[N:26])=[CH:19][CH:18]=3)[N:14]=2)[N:9](COCC[Si](C)(C)C)[CH:8]=1)(=[O:6])[C:2]([CH3:5])([CH3:4])[CH3:3].C(O)(C(F)(F)F)=O.O.O.O.C([O-])(=O)C.[Na+]. (2) Given the product [CH3:38][C:29]1[C:24]([C:16]2[N:15]=[C:14]([N:11]3[CH2:10][CH2:9][NH:8][CH2:13][CH2:12]3)[C:23]3[C:18]([CH:17]=2)=[CH:19][N:20]=[CH:21][CH:22]=3)=[CH:25][C:26]([NH:31][CH:32]2[CH2:33][CH2:34][CH2:35][CH2:36][CH2:37]2)=[N:27][CH:28]=1, predict the reactants needed to synthesize it. The reactants are: C(OC([N:8]1[CH2:13][CH2:12][N:11]([C:14]2[C:23]3[C:18](=[CH:19][N:20]=[CH:21][CH:22]=3)[CH:17]=[C:16]([C:24]3[C:29](Br)=[CH:28][N:27]=[C:26]([NH:31][CH:32]4[CH2:37][CH2:36][CH2:35][CH2:34][CH2:33]4)[CH:25]=3)[N:15]=2)[CH2:10][CH2:9]1)=O)(C)(C)C.[CH3:38]B1OB(C)OB(C)O1. (3) Given the product [Br:1][C:2]1[CH:3]=[CH:4][C:5]([O:6][CH2:7][CH2:8][CH2:9][N:10]2[CH2:11][CH2:12][NH:13][CH2:14][CH2:15]2)=[CH:23][CH:24]=1, predict the reactants needed to synthesize it. The reactants are: [Br:1][C:2]1[CH:24]=[CH:23][C:5]([O:6][CH2:7][CH2:8][CH2:9][N:10]2[CH2:15][CH2:14][N:13](C(OC(C)(C)C)=O)[CH2:12][CH2:11]2)=[CH:4][CH:3]=1.Cl.C(OCC)(=O)C. (4) The reactants are: C(Cl)(=O)C(Cl)=O.CS(C)=O.[Cl:11][C:12]1[CH:17]=[CH:16][C:15]([C@H:18]([N:27]2[CH2:30][CH:29]([OH:31])[CH2:28]2)[C:19]2[CH:20]=[C:21]([CH:24]=[CH:25][CH:26]=2)[C:22]#[N:23])=[CH:14][CH:13]=1.C(N(CC)CC)C.C([O-])(O)=O.[Na+]. Given the product [Cl:11][C:12]1[CH:17]=[CH:16][C:15]([C@H:18]([N:27]2[CH2:28][C:29](=[O:31])[CH2:30]2)[C:19]2[CH:20]=[C:21]([CH:24]=[CH:25][CH:26]=2)[C:22]#[N:23])=[CH:14][CH:13]=1, predict the reactants needed to synthesize it. (5) Given the product [CH2:1]([N:3]1[C:4]2[CH:9]=[CH:8][CH:7]=[CH:6][C:5]=2[NH:10][C:16]1=[O:17])[CH3:2], predict the reactants needed to synthesize it. The reactants are: [CH2:1]([NH:3][C:4]1[C:5]([NH2:10])=[CH:6][CH:7]=[CH:8][CH:9]=1)[CH3:2].C1N=CN([C:16](N2C=NC=C2)=[O:17])C=1.